From a dataset of Peptide-MHC class II binding affinity with 134,281 pairs from IEDB. Regression. Given a peptide amino acid sequence and an MHC pseudo amino acid sequence, predict their binding affinity value. This is MHC class II binding data. (1) The peptide sequence is GSDPKKLVLNIKYTR. The MHC is DRB4_0101 with pseudo-sequence DRB4_0103. The binding affinity (normalized) is 0.324. (2) The peptide sequence is ADEEQQQALSSQMGF. The MHC is HLA-DQA10501-DQB10301 with pseudo-sequence HLA-DQA10501-DQB10301. The binding affinity (normalized) is 0.131.